This data is from Reaction yield outcomes from USPTO patents with 853,638 reactions. The task is: Predict the reaction yield, written as a fraction of the theoretical maximum amount of product (1.0 means a 100% yield; for example, 0.34 means a 34% yield). (1) The reactants are Cl[C:2]1[C:7]([N+:8]([O-:10])=[O:9])=[CH:6][N:5]=[C:4]2[CH2:11][CH2:12][CH2:13][C:3]=12.[NH:14]1[CH2:19][CH2:18][CH2:17][C@H:16]([NH:20][C:21](=[O:27])[O:22][C:23]([CH3:26])([CH3:25])[CH3:24])[CH2:15]1.C(N(CC)CC)C. The catalyst is C(O)(C)C. The product is [N+:8]([C:7]1[C:2]([N:14]2[CH2:19][CH2:18][CH2:17][C@H:16]([NH:20][C:21](=[O:27])[O:22][C:23]([CH3:25])([CH3:24])[CH3:26])[CH2:15]2)=[C:3]2[CH2:13][CH2:12][CH2:11][C:4]2=[N:5][CH:6]=1)([O-:10])=[O:9]. The yield is 0.590. (2) The reactants are [F:1][C:2]1[CH:7]=[CH:6][C:5](B2OCCO2)=[CH:4][C:3]=1[C:13]([F:16])([F:15])[F:14].Br[C:18]([C:20]([F:23])([F:22])[F:21])=[CH2:19].C([O-])([O-])=O.[K+].[K+]. The catalyst is C1COCC1.O.Cl[Pd](Cl)([P](C1C=CC=CC=1)(C1C=CC=CC=1)C1C=CC=CC=1)[P](C1C=CC=CC=1)(C1C=CC=CC=1)C1C=CC=CC=1. The product is [F:1][C:2]1[CH:7]=[CH:6][C:5]([C:18]([C:20]([F:23])([F:22])[F:21])=[CH2:19])=[CH:4][C:3]=1[C:13]([F:14])([F:15])[F:16]. The yield is 0.233. (3) The reactants are [OH:1][C:2]1[CH:3]=[C:4]2[C:9](=[CH:10][C:11]=1[CH3:12])[O:8][C:7]1([CH2:21][C:20]([CH3:23])([CH3:22])[C:19]3[C:14](=[CH:15][C:16]([CH3:25])=[C:17]([OH:24])[CH:18]=3)[O:13]1)[CH2:6][C:5]2([CH3:27])[CH3:26].C(=O)([O-])[O-].[K+].[K+].Br[CH2:35][CH2:36][CH2:37][C:38]([O:40]CC)=[O:39].[OH-].[Na+].Cl. The catalyst is CN(C=O)C.C1COCC1.CO.O. The product is [OH:1][C:2]1[CH:3]=[C:4]2[C:9](=[CH:10][C:11]=1[CH3:12])[O:8][C:7]1([CH2:21][C:20]([CH3:22])([CH3:23])[C:19]3[C:14](=[CH:15][C:16]([CH3:25])=[C:17]([O:24][CH2:35][CH2:36][CH2:37][C:38]([OH:40])=[O:39])[CH:18]=3)[O:13]1)[CH2:6][C:5]2([CH3:27])[CH3:26]. The yield is 0.250. (4) The reactants are IC.[OH:3][C:4]1[CH:12]=[CH:11][CH:10]=[C:9]2[C:5]=1[CH2:6][O:7][C:8]2=[O:13].[C:14](=O)([O-])[O-].[K+].[K+]. The catalyst is CN(C=O)C. The product is [CH3:14][O:3][C:4]1[CH:12]=[CH:11][CH:10]=[C:9]2[C:5]=1[CH2:6][O:7][C:8]2=[O:13]. The yield is 0.930. (5) The reactants are [NH2:1][C@@H:2]([CH2:22][C:23]1[CH:28]=[CH:27][C:26]([OH:29])=[CH:25][CH:24]=1)[C@@H:3]([OH:21])[CH2:4][C@@H:5]([NH:13][C:14](=[O:20])[O:15][C:16]([CH3:19])([CH3:18])[CH3:17])[CH2:6][C:7]1[CH:12]=[CH:11][CH:10]=[CH:9][CH:8]=1.[CH2:30]([O:37][C:38](ON1C(=O)CCC1=O)=[O:39])[C:31]1[CH:36]=[CH:35][CH:34]=[CH:33][CH:32]=1.C(N(CC)C(C)C)(C)C.CO. The catalyst is C1COCC1.C(Cl)(Cl)Cl. The product is [C:16]([O:15][C:14]([NH:13][C@@H:5]([CH2:6][C:7]1[CH:12]=[CH:11][CH:10]=[CH:9][CH:8]=1)[CH2:4][C@H:3]([OH:21])[C@@H:2]([NH:1][C:38](=[O:39])[O:37][CH2:30][C:31]1[CH:36]=[CH:35][CH:34]=[CH:33][CH:32]=1)[CH2:22][C:23]1[CH:24]=[CH:25][C:26]([OH:29])=[CH:27][CH:28]=1)=[O:20])([CH3:19])([CH3:18])[CH3:17]. The yield is 0.630.